Dataset: Reaction yield outcomes from USPTO patents with 853,638 reactions. Task: Predict the reaction yield, written as a fraction of the theoretical maximum amount of product (1.0 means a 100% yield; for example, 0.34 means a 34% yield). (1) The catalyst is CN(C)C=O.O.C(OCC)(=O)C. The reactants are [N:1]1[C:10]2[C:5](=[CH:6][C:7]([C:11]([OH:13])=O)=[CH:8][CH:9]=2)[CH:4]=[CH:3][CH:2]=1.Cl.[NH2:15][CH2:16][C:17]#[N:18].F[P-](F)(F)(F)(F)F.N1([P+](N(C)C)(N(C)C)N(C)C)C2C=CC=CC=2N=N1.C(N(CC)CC)C. The product is [C:16]([CH2:17][NH:18][C:11]([C:7]1[CH:6]=[C:5]2[C:10](=[CH:9][CH:8]=1)[N:1]=[CH:2][CH:3]=[CH:4]2)=[O:13])#[N:15]. The yield is 0.689. (2) The reactants are [F:1][C:2]([F:12])([F:11])[C:3]1[CH:8]=[CH:7][CH:6]=[CH:5][C:4]=1[CH2:9]O.[BrH:13]. The catalyst is O. The product is [Br:13][CH2:9][C:4]1[CH:5]=[CH:6][CH:7]=[CH:8][C:3]=1[C:2]([F:12])([F:11])[F:1]. The yield is 0.550. (3) The reactants are Br[CH2:2][C:3]1[CH:17]=[CH:16][CH:15]=[CH:14][C:4]=1[CH2:5][P:6](=[O:13])([O:10][CH2:11][CH3:12])[O:7][CH2:8][CH3:9].[C:18]1(=[O:28])[NH:22][C:21](=[O:23])[C:20]2=[CH:24][CH:25]=[CH:26][CH:27]=[C:19]12.[K].CN(C)C=O. The catalyst is O. The product is [O:23]=[C:21]1[C:20]2[C:19](=[CH:27][CH:26]=[CH:25][CH:24]=2)[C:18](=[O:28])[N:22]1[CH2:2][C:3]1[CH:17]=[CH:16][CH:15]=[CH:14][C:4]=1[CH2:5][P:6](=[O:13])([O:10][CH2:11][CH3:12])[O:7][CH2:8][CH3:9]. The yield is 0.830. (4) The reactants are [Cl:1][CH:2]1[N:11]=[C:10]([NH:12][C:13]2[NH:14][N:15]=[C:16]([CH:18]3[CH2:20][CH2:19]3)[CH:17]=2)[C:9]2[CH2:8][CH2:7][CH2:6][CH2:5][C:4]=2[NH:3]1.[C:21](OC)(=[O:29])[C:22]1[C:23](=[CH:25][CH:26]=[CH:27][CH:28]=1)[NH2:24].C(OCC)(=O)C.C(=O)(O)[O-].[Na+]. The catalyst is CO.ClCCl.Cl.CO. The product is [ClH:1].[CH:18]1([C:16]2[CH:17]=[C:13]([NH:12][C:10]3[C:9]4[CH2:8][CH2:7][CH2:6][CH2:5][C:4]=4[N:3]4[C:21](=[O:29])[C:22]5[CH:28]=[CH:27][CH:26]=[CH:25][C:23]=5[N:24]=[C:2]4[N:11]=3)[NH:14][N:15]=2)[CH2:20][CH2:19]1. The yield is 0.0700. (5) The reactants are [F:1][C:2]1[CH:7]=[CH:6][C:5]([Mg]Br)=[CH:4][CH:3]=1.[C:10]1(=O)[CH2:14][CH2:13][CH2:12][CH2:11]1.Cl. The catalyst is C1COCC1. The product is [C:10]1([C:5]2[CH:6]=[CH:7][C:2]([F:1])=[CH:3][CH:4]=2)[CH2:14][CH2:13][CH2:12][CH:11]=1. The yield is 1.00. (6) The reactants are Cl[C:2]1[CH:3]=[C:4](Cl)[C:5]2[N:6]([C:8]([C:11]([NH:13][C:14]3[CH:19]=[CH:18][N:17]=[CH:16][C:15]=3[F:20])=[O:12])=[CH:9][N:10]=2)[N:7]=1.BrC1C2[N:25]([C:30]([C:33](NC3C=CN=CC=3F)=O)=[CH:31]N=2)N=C(Cl)C=1.[CH3:43][O:44][C:45]1[CH:55]=[CH:54][C:48]([CH2:49][NH:50][CH:51]2[CH2:53][CH2:52]2)=[CH:47][CH:46]=1.C([N:59](CC)[CH:60]([CH3:62])[CH3:61])(C)C. The catalyst is CN(C=O)C.O. The product is [NH2:25][C@H:30]1[CH2:33][CH2:61][C@H:60]([NH:59][C:2]2[CH:3]=[C:4]([N:50]([CH:51]3[CH2:53][CH2:52]3)[CH2:49][C:48]3[CH:54]=[CH:55][C:45]([O:44][CH3:43])=[CH:46][CH:47]=3)[C:5]3[N:6]([C:8]([C:11]([NH:13][C:14]4[CH:19]=[CH:18][N:17]=[CH:16][C:15]=4[F:20])=[O:12])=[CH:9][N:10]=3)[N:7]=2)[CH2:62][CH2:31]1. The yield is 0.588. (7) The reactants are C([C:3](=[C:9]([O:15][CH2:16][CH3:17])[CH:10]=[CH:11][N:12](C)[CH3:13])[C:4]([O:6][CH2:7][CH3:8])=[O:5])#N.CC(O)=[O:20]. No catalyst specified. The product is [CH2:16]([O:15][C:9]1[CH:10]=[CH:11][NH:12][C:13](=[O:20])[C:3]=1[C:4]([O:6][CH2:7][CH3:8])=[O:5])[CH3:17]. The yield is 0.666. (8) The reactants are [F:1][C:2]([F:15])([F:14])[CH2:3][O:4][C:5]1[CH:10]=[CH:9][CH:8]=[CH:7][C:6]=1[N+:11]([O-])=O.[H][H]. The catalyst is [C].[Pd].CO. The product is [F:1][C:2]([F:14])([F:15])[CH2:3][O:4][C:5]1[CH:10]=[CH:9][CH:8]=[CH:7][C:6]=1[NH2:11]. The yield is 0.950.